Dataset: Reaction yield outcomes from USPTO patents with 853,638 reactions. Task: Predict the reaction yield, written as a fraction of the theoretical maximum amount of product (1.0 means a 100% yield; for example, 0.34 means a 34% yield). (1) The reactants are [CH2:1]([C:5]1[N:6]=[C:7]([CH3:27])[NH:8][C:9](=[O:26])[C:10]=1[CH2:11][C:12]1[CH:17]=[CH:16][C:15]([C:18]2[C:19]([C:24]#[N:25])=[CH:20][CH:21]=[CH:22][CH:23]=2)=[CH:14][CH:13]=1)[CH2:2][CH2:3][CH3:4].N(C(N1CCCCC1)=O)=NC(N1CCCCC1)=O.C(P(CCCC)CCCC)CCC.[S:59]1[CH:63]=[CH:62][N:61]=[C:60]1[CH2:64]O. The catalyst is O1CCCC1. The product is [CH2:1]([C:5]1[N:6]=[C:7]([CH3:27])[N:8]([CH2:64][C:60]2[S:59][CH:63]=[CH:62][N:61]=2)[C:9](=[O:26])[C:10]=1[CH2:11][C:12]1[CH:17]=[CH:16][C:15]([C:18]2[C:19]([C:24]#[N:25])=[CH:20][CH:21]=[CH:22][CH:23]=2)=[CH:14][CH:13]=1)[CH2:2][CH2:3][CH3:4]. The yield is 0.750. (2) The reactants are [Cl:1][C:2]1[CH:3]=[C:4]([N+:15]([O-])=O)[CH:5]=[CH:6][C:7]=1[O:8][C:9]1[CH:10]=[N:11][CH:12]=[CH:13][CH:14]=1.C([O-])(=O)C.[NH4+]. The catalyst is CC(C)=O.O.[Cl-].[Ti+3].[Cl-].[Cl-]. The product is [Cl:1][C:2]1[CH:3]=[C:4]([CH:5]=[CH:6][C:7]=1[O:8][C:9]1[CH:10]=[N:11][CH:12]=[CH:13][CH:14]=1)[NH2:15]. The yield is 0.680.